Dataset: Cav3 T-type calcium channel HTS with 100,875 compounds. Task: Binary Classification. Given a drug SMILES string, predict its activity (active/inactive) in a high-throughput screening assay against a specified biological target. (1) The molecule is O(c1c(NC(=O)CC(C)C)cc(c2nc3n(c2)cccn3)cc1)C. The result is 0 (inactive). (2) The compound is Clc1cc(N2CCN(C(=O)C3C(C3)C(O)=O)CC2)ccc1Cl. The result is 0 (inactive). (3) The molecule is S(c1n(c2c(n(c(=O)n(c2=O)C)C)n1)C)CC(OCc1ccccc1)=O. The result is 0 (inactive). (4) The drug is s1c(C(=O)C2N3C(C4C2C(=O)NC4=O)c2c(C=C3)cccc2)ccc1. The result is 0 (inactive). (5) The drug is O1C(CCC1)CNC(=O)c1cc(OC)c(OC)c(OC)c1. The result is 0 (inactive). (6) The molecule is O(CCCCc1n[nH]nn1)c1c(CCC)c(O)c(cc1)C(=O)C. The result is 0 (inactive). (7) The molecule is O=C(Nc1ccc(OCc2ccccc2)cc1)CCN1CCN(CC1)Cc1ccccc1. The result is 0 (inactive).